Dataset: Reaction yield outcomes from USPTO patents with 853,638 reactions. Task: Predict the reaction yield, written as a fraction of the theoretical maximum amount of product (1.0 means a 100% yield; for example, 0.34 means a 34% yield). The reactants are [CH3:1][N:2]1[C:6]([CH3:7])=[C:5]([C:8]#[N:9])[C:4](=[O:10])[N:3]1[CH3:11]. The catalyst is N.CO.[Ni]. The product is [NH2:9][CH2:8][C:5]1[C:4](=[O:10])[N:3]([CH3:11])[N:2]([CH3:1])[C:6]=1[CH3:7]. The yield is 0.770.